Dataset: Forward reaction prediction with 1.9M reactions from USPTO patents (1976-2016). Task: Predict the product of the given reaction. (1) Given the reactants [Cl-:1].COC[P+](C1C=CC=CC=1)(C1C=CC=CC=1)C1C=CC=CC=1.CC(C)([O-])C.[K+].COC(=O)C1C=CC(C=O)=CC=1.[Cl-].[NH4+].C[O:45][C:46](=[O:62])[C:47]1[CH:52]=[CH:51][C:50]([CH2:53][CH2:54][N:55]2[CH2:61][CH2:60][CH2:59][CH2:58][CH2:57][CH2:56]2)=[CH:49][CH:48]=1.[OH-].[Na+], predict the reaction product. The product is: [ClH:1].[N:55]1([CH2:54][CH2:53][C:50]2[CH:49]=[CH:48][C:47]([C:46]([OH:62])=[O:45])=[CH:52][CH:51]=2)[CH2:56][CH2:57][CH2:58][CH2:59][CH2:60][CH2:61]1. (2) Given the reactants FC(F)(F)[C:3]1[N:8]=[CH:7][C:6]([CH2:9][C:10]#[N:11])=[CH:5][CH:4]=1.CC1N=CC(CO)=C[N:16]=1, predict the reaction product. The product is: [CH3:4][C:3]1[N:16]=[CH:5][C:6]([CH2:9][C:10]#[N:11])=[CH:7][N:8]=1. (3) Given the reactants [NH2:1][C:2]1[C:11]2[CH:10]=[CH:9][CH:8]=[C:7](Br)[C:6]=2[N:5]=[C:4]2[CH2:13][N:14]([CH3:17])[C:15](=[O:16])[C:3]=12.[F:18][C:19]1[C:24]([O:25][CH3:26])=[CH:23][CH:22]=[CH:21][C:20]=1B(O)O, predict the reaction product. The product is: [NH2:1][C:2]1[C:11]2[CH:10]=[CH:9][CH:8]=[C:7]([C:20]3[CH:21]=[CH:22][CH:23]=[C:24]([O:25][CH3:26])[C:19]=3[F:18])[C:6]=2[N:5]=[C:4]2[CH2:13][N:14]([CH3:17])[C:15](=[O:16])[C:3]=12. (4) Given the reactants [NH:1]1[CH:5]=[CH:4][N:3]=[C:2]1[C:6]([OH:8])=O.[NH2:9][C:10]1[CH:15]=[CH:14][CH:13]=[CH:12][CH:11]=1.CCN=C=NCCCN(C)C.Cl.C1C=CC2N(O)N=NC=2C=1, predict the reaction product. The product is: [C:10]1([NH:9][C:6]([C:2]2[NH:1][CH:5]=[CH:4][N:3]=2)=[O:8])[CH:15]=[CH:14][CH:13]=[CH:12][CH:11]=1. (5) Given the reactants [F:1][C:2]([F:29])([F:28])[CH:3]([C:19]1[CH:24]=[C:23]([Cl:25])[C:22]([Cl:26])=[C:21]([Cl:27])[CH:20]=1)/[CH:4]=[CH:5]/[C:6]1[CH:14]=[CH:13][C:9]([C:10](O)=[O:11])=[C:8]([C:15]([F:18])([F:17])[F:16])[CH:7]=1.ClCCCl.S(Cl)(Cl)=O.Cl.[NH2:39][C:40]1([C:43]([N:45]([O:51][CH3:52])[CH2:46][C:47]([F:50])([F:49])[F:48])=[O:44])[CH2:42][CH2:41]1, predict the reaction product. The product is: [CH3:52][O:51][N:45]([CH2:46][C:47]([F:48])([F:49])[F:50])[C:43]([C:40]1([NH:39][C:10](=[O:11])[C:9]2[CH:13]=[CH:14][C:6](/[CH:5]=[CH:4]/[CH:3]([C:19]3[CH:20]=[C:21]([Cl:27])[C:22]([Cl:26])=[C:23]([Cl:25])[CH:24]=3)[C:2]([F:28])([F:29])[F:1])=[CH:7][C:8]=2[C:15]([F:18])([F:16])[F:17])[CH2:42][CH2:41]1)=[O:44]. (6) Given the reactants [C:1]([C@H:5]([NH:9][NH:10][C:11](=[O:21])[C:12]1[CH:17]=[CH:16][CH:15]=[C:14]([O:18][CH3:19])[C:13]=1[CH3:20])[CH2:6][CH:7]=[CH2:8])([CH3:4])([CH3:3])[CH3:2].[H][H], predict the reaction product. The product is: [C:1]([C@H:5]([NH:9][NH:10][C:11](=[O:21])[C:12]1[CH:17]=[CH:16][CH:15]=[C:14]([O:18][CH3:19])[C:13]=1[CH3:20])[CH2:6][CH2:7][CH3:8])([CH3:2])([CH3:3])[CH3:4].